This data is from Reaction yield outcomes from USPTO patents with 853,638 reactions. The task is: Predict the reaction yield, written as a fraction of the theoretical maximum amount of product (1.0 means a 100% yield; for example, 0.34 means a 34% yield). (1) The reactants are Br[CH:2]([C:5]([C:7]1[CH:8]=[N:9][N:10]([CH2:12][C:13]2[CH:18]=[CH:17][C:16]([O:19][CH3:20])=[CH:15][CH:14]=2)[CH:11]=1)=O)[C:3]#[N:4].[NH2:21][C:22]([NH2:24])=[S:23]. The catalyst is CCO. The product is [NH2:24][C:22]1[S:23][C:2]([C:3]#[N:4])=[C:5]([C:7]2[CH:8]=[N:9][N:10]([CH2:12][C:13]3[CH:18]=[CH:17][C:16]([O:19][CH3:20])=[CH:15][CH:14]=3)[CH:11]=2)[N:21]=1. The yield is 0.870. (2) The reactants are [Cl-].O[NH3+:3].[C:4](=[O:7])([O-])[OH:5].[Na+].CS(C)=O.[CH3:13][C:14]1([CH3:50])[CH2:18][C:17]2[CH:19]=[C:20]([N:23]3[C:28](=[O:29])[C:27]([CH2:30][C:31]4[CH:36]=[CH:35][C:34]([C:37]5[C:38]([C:43]#[N:44])=[CH:39][CH:40]=[CH:41][CH:42]=5)=[CH:33][CH:32]=4)=[C:26]([CH2:45][CH2:46][CH3:47])[N:25]=[C:24]3[O:48][CH3:49])[CH:21]=[CH:22][C:16]=2[O:15]1. The catalyst is O. The product is [CH3:50][C:14]1([CH3:13])[CH2:18][C:17]2[CH:19]=[C:20]([N:23]3[C:28](=[O:29])[C:27]([CH2:30][C:31]4[CH:36]=[CH:35][C:34]([C:37]5[CH:42]=[CH:41][CH:40]=[CH:39][C:38]=5[C:43]5[NH:3][C:4](=[O:7])[O:5][N:44]=5)=[CH:33][CH:32]=4)=[C:26]([CH2:45][CH2:46][CH3:47])[N:25]=[C:24]3[O:48][CH3:49])[CH:21]=[CH:22][C:16]=2[O:15]1. The yield is 0.660. (3) The reactants are [CH3:1][O:2][C:3]1[CH:23]=[CH:22][C:6]2[CH2:7][C@@H:8]3[C@@H:13]([C:14]4([C:18](=[O:19])[N:17]([CH3:20])[C:16](=O)[NH:15]4)[C:5]=2[CH:4]=1)[CH2:12][O:11][CH2:10][CH2:9]3.C1(C)C=CC=CC=1.COC1C=CC(P2(SP(C3C=CC(OC)=CC=3)(=S)S2)=[S:40])=CC=1. No catalyst specified. The product is [CH3:1][O:2][C:3]1[CH:23]=[CH:22][C:6]2[CH2:7][C@@H:8]3[C@@H:13]([C:14]4([C:18](=[O:19])[N:17]([CH3:20])[C:16](=[S:40])[NH:15]4)[C:5]=2[CH:4]=1)[CH2:12][O:11][CH2:10][CH2:9]3. The yield is 0.840. (4) The product is [C:1]12([C:11](=[O:44])[CH2:12][N:13]3[C:18](=[O:19])[C:17]([CH2:20][C:21]4[CH:26]=[CH:25][C:24]([C:27]5[CH:32]=[CH:31][CH:30]=[CH:29][C:28]=5[C:33]5[NH:37][C:36](=[O:38])[O:35][N:34]=5)=[CH:23][CH:22]=4)=[C:16]([CH2:39][CH2:40][CH2:41][CH3:42])[N:15]=[C:14]3[CH3:43])[CH2:10][CH:5]3[CH2:4][CH:3]([CH2:9][CH:7]([CH2:6]3)[CH2:8]1)[CH2:2]2. The yield is 0.730. The catalyst is C(Cl)Cl. The reactants are [C:1]12([CH:11]([OH:44])[CH2:12][N:13]3[C:18](=[O:19])[C:17]([CH2:20][C:21]4[CH:26]=[CH:25][C:24]([C:27]5[CH:32]=[CH:31][CH:30]=[CH:29][C:28]=5[C:33]5[NH:37][C:36](=[O:38])[O:35][N:34]=5)=[CH:23][CH:22]=4)=[C:16]([CH2:39][CH2:40][CH2:41][CH3:42])[N:15]=[C:14]3[CH3:43])[CH2:10][CH:5]3[CH2:6][CH:7]([CH2:9][CH:3]([CH2:4]3)[CH2:2]1)[CH2:8]2.CC(OI1(OC(C)=O)(OC(C)=O)OC(=O)C2C1=CC=CC=2)=O.C(=O)([O-])O.[Na+].S([O-])([O-])(=O)=S.[Na+].[Na+]. (5) The reactants are C1(P(C2C=CC=CC=2)C2C=CC=CC=2)C=CC=CC=1.N(/C(OC(C)C)=O)=N\C(OC(C)C)=O.[C:34]([O:37][CH2:38][C:39]1[NH:40][CH:41]=[C:42]([O:46][CH2:47][C:48]2[CH:53]=[CH:52][C:51]([O:54][CH3:55])=[CH:50][CH:49]=2)[C:43](=[O:45])[CH:44]=1)(=[O:36])[CH3:35].[CH2:56](O)[C:57]1[CH:62]=[CH:61][CH:60]=[CH:59][CH:58]=1. The catalyst is O1CCCC1. The product is [C:34]([O:37][CH2:38][C:39]1[CH:44]=[C:43]([O:45][CH2:56][C:57]2[CH:62]=[CH:61][CH:60]=[CH:59][CH:58]=2)[C:42]([O:46][CH2:47][C:48]2[CH:49]=[CH:50][C:51]([O:54][CH3:55])=[CH:52][CH:53]=2)=[CH:41][N:40]=1)(=[O:36])[CH3:35]. The yield is 0.610. (6) The reactants are [CH3:1][C:2]1[C:7]([CH2:8][OH:9])=[CH:6][CH:5]=[CH:4][C:3]=1[C:10]1[CH:15]=[CH:14][CH:13]=[CH:12][CH:11]=1.[Br:16][C:17]1[C:18](O)=[CH:19][C:20]([OH:25])=[C:21]([CH:24]=1)[CH:22]=[O:23].C1(P(C2C=CC=CC=2)C2C=CC=CC=2)C=CC=CC=1.CC(OC(/N=N/C(OC(C)C)=O)=O)C. The catalyst is O1CCCC1. The product is [Br:16][C:17]1[C:18]([O:9][CH2:8][C:7]2[C:2]([CH3:1])=[C:3]([C:10]3[CH:15]=[CH:14][CH:13]=[CH:12][CH:11]=3)[CH:4]=[CH:5][CH:6]=2)=[CH:19][C:20]([OH:25])=[C:21]([CH:24]=1)[CH:22]=[O:23]. The yield is 0.339. (7) The reactants are Cl[C:2]1[N:7]=[N:6][C:5]([C:8]#[N:9])=[CH:4][CH:3]=1.[N-:10]=[N+:11]=[N-:12].[Na+].CS(C)=O. The catalyst is O. The product is [N:10]1[N:11]=[N:12][N:7]2[C:2]=1[CH:3]=[CH:4][C:5]([C:8]#[N:9])=[N:6]2. The yield is 0.800. (8) The reactants are [NH2:1][C:2]1[C:11]([O:12][CH3:13])=[CH:10][CH:9]=[CH:8][C:3]=1[C:4]([O:6][CH3:7])=[O:5].[Br:14]N1C(=O)CCC1=O.O. The catalyst is CN(C=O)C. The product is [NH2:1][C:2]1[C:11]([O:12][CH3:13])=[CH:10][C:9]([Br:14])=[CH:8][C:3]=1[C:4]([O:6][CH3:7])=[O:5]. The yield is 0.860. (9) The reactants are [OH:1][C:2]1[CH:3]=[C:4]2[C:9](=[CH:10][CH:11]=1)[C@@H:8]([CH2:12][CH2:13][Br:14])[NH:7][CH2:6][CH2:5]2.[F:15][C:16]([F:21])([F:20])[C:17]([NH2:19])=[O:18].C(=O)([O-])[O-].[K+].[K+].[CH3:28][N:29]([CH3:33])[C:30](Cl)=[O:31].O. The catalyst is CN(C)C=O. The product is [CH3:28][N:29]([CH3:33])[C:30]([O:1][C:2]1[CH:3]=[C:4]2[C:9](=[CH:10][CH:11]=1)[C@@H:8]([CH2:12][CH2:13][Br:14])[NH:7][CH2:6][CH2:5]2)=[O:31].[F:15][C:16]([F:21])([F:20])[C:17]([NH2:19])=[O:18]. The yield is 0.520. (10) The reactants are [CH2:1]([O:3][C:4](=[O:23])[C:5]([C:10]1[CH:15]=[CH:14][C:13]([N+:16]([O-])=O)=[C:12]([NH:19][CH3:20])[C:11]=1[C:21]#[N:22])([CH3:9])[C:6](=[O:8])[CH3:7])[CH3:2]. The catalyst is CCOC(C)=O.[Pd]. The product is [CH2:1]([O:3][C:4](=[O:23])[C:5]([C:10]1[CH:15]=[CH:14][C:13]([NH2:16])=[C:12]([NH:19][CH3:20])[C:11]=1[C:21]#[N:22])([CH3:9])[C:6](=[O:8])[CH3:7])[CH3:2]. The yield is 0.810.